From a dataset of Catalyst prediction with 721,799 reactions and 888 catalyst types from USPTO. Predict which catalyst facilitates the given reaction. (1) Reactant: Cl[C:2]1[C:3]2[C:4](=[N:8][N:9]3[CH:14]=[CH:13][CH:12]=[CH:11][C:10]=23)[N:5]=[CH:6][N:7]=1.O.[NH2:16][NH2:17].[NH:18]1[C:26]2[C:21](=[CH:22][CH:23]=[CH:24][CH:25]=2)[C:20]([CH:27]=O)=[CH:19]1. Product: [N:5]1[C:4]2=[N:8][N:9]3[CH:14]=[CH:13][CH:12]=[CH:11][C:10]3=[C:3]2[C:2]([NH:16][N:17]=[CH:27][C:20]2[C:21]3[C:26](=[CH:25][CH:24]=[CH:23][CH:22]=3)[NH:18][CH:19]=2)=[N:7][CH:6]=1. The catalyst class is: 32. (2) Reactant: [C:1]1([C:7]2[CH:8]=[C:9]3[N:14]([CH:15]=2)[CH:13]=[CH:12][CH:11]=[CH:10]3)[CH:6]=[CH:5][CH:4]=[CH:3][CH:2]=1. Product: [C:1]1([C:7]2[CH:8]=[C:9]3[N:14]([CH:15]=2)[CH2:13][CH2:12][CH2:11][CH2:10]3)[CH:2]=[CH:3][CH:4]=[CH:5][CH:6]=1. The catalyst class is: 470. (3) Reactant: [Cl:1][C:2]1[CH:7]=[C:6]([N+:8]([O-:10])=[O:9])[CH:5]=[C:4]([CH2:11]SC)[CH:3]=1.Cl[C:15]1C=CC=C(C(OO)=O)C=1.[S:25](=S)(=[O:28])([O-])[O-:26].[Na+].[Na+]. Product: [Cl:1][C:2]1[CH:7]=[C:6]([N+:8]([O-:10])=[O:9])[CH:5]=[C:4]([CH2:11][S:25]([CH3:15])(=[O:28])=[O:26])[CH:3]=1. The catalyst class is: 754.